This data is from HIV replication inhibition screening data with 41,000+ compounds from the AIDS Antiviral Screen. The task is: Binary Classification. Given a drug SMILES string, predict its activity (active/inactive) in a high-throughput screening assay against a specified biological target. The molecule is Cc1cccc(C(C)(C)C)c1NC(=O)CCc1n[nH]c(=S)[nH]1. The result is 0 (inactive).